From a dataset of Catalyst prediction with 721,799 reactions and 888 catalyst types from USPTO. Predict which catalyst facilitates the given reaction. (1) Reactant: Cl.[Cl:2][C:3]1[N:4]=[C:5]([O:13][CH3:14])[S:6][C:7]=1[CH:8]1OCC[O:9]1.[OH-].[Na+]. Product: [Cl:2][C:3]1[N:4]=[C:5]([O:13][CH3:14])[S:6][C:7]=1[CH:8]=[O:9]. The catalyst class is: 7. (2) Reactant: [CH2:1]([O:8][C:9]1[CH:16]=[CH:15][C:12]([CH:13]=O)=[CH:11][C:10]=1[O:17][CH3:18])[C:2]1[CH:7]=[CH:6][CH:5]=[CH:4][CH:3]=1.C([O-])(=O)C.[Na+].Cl.[NH2:25]O. Product: [CH2:1]([O:8][C:9]1[CH:16]=[CH:15][C:12]([C:13]#[N:25])=[CH:11][C:10]=1[O:17][CH3:18])[C:2]1[CH:7]=[CH:6][CH:5]=[CH:4][CH:3]=1. The catalyst class is: 86.